This data is from Peptide-MHC class I binding affinity with 185,985 pairs from IEDB/IMGT. The task is: Regression. Given a peptide amino acid sequence and an MHC pseudo amino acid sequence, predict their binding affinity value. This is MHC class I binding data. (1) The peptide sequence is AENKKFKLH. The MHC is HLA-A03:01 with pseudo-sequence HLA-A03:01. The binding affinity (normalized) is 0.0847. (2) The peptide sequence is GITGGHIPK. The MHC is HLA-A11:01 with pseudo-sequence HLA-A11:01. The binding affinity (normalized) is 0.574. (3) The binding affinity (normalized) is 0.0847. The MHC is HLA-B08:01 with pseudo-sequence HLA-B08:01. The peptide sequence is MIKYCLLKILK. (4) The peptide sequence is SMYPSCCCT. The MHC is HLA-A02:01 with pseudo-sequence HLA-A02:01. The binding affinity (normalized) is 0.190.